Task: Predict the reactants needed to synthesize the given product.. Dataset: Full USPTO retrosynthesis dataset with 1.9M reactions from patents (1976-2016) Given the product [C:17]([O:16][C:14](=[O:15])[NH:7][C:4]1[CH:3]=[C:2]([CH3:1])[O:6][N:5]=1)([CH3:20])([CH3:19])[CH3:18], predict the reactants needed to synthesize it. The reactants are: [CH3:1][C:2]1[O:6][N:5]=[C:4]([NH2:7])[CH:3]=1.N1C=CC=CC=1.[C:14](O[C:14]([O:16][C:17]([CH3:20])([CH3:19])[CH3:18])=[O:15])([O:16][C:17]([CH3:20])([CH3:19])[CH3:18])=[O:15].